From a dataset of Forward reaction prediction with 1.9M reactions from USPTO patents (1976-2016). Predict the product of the given reaction. Given the reactants C1C=C(Cl)C=C(C(OO)=O)C=1.[Si:12]([O:19][CH:20]1[CH2:37][N:25]2[C:26]3[C:35]4[C:30](=[CH:31][CH:32]=[CH:33][CH:34]=4)[N:29]=[CH:28][C:27]=3[N:36]=[C:24]2[CH2:23][N:22]([C:38]([O:40][C:41]([CH3:44])([CH3:43])[CH3:42])=[O:39])[CH2:21]1)([C:15]([CH3:18])([CH3:17])[CH3:16])([CH3:14])[CH3:13].C(Cl)(Cl)Cl.C1(C)C=CC(S(Cl)(=O)=O)=CC=1.[OH-].[NH4+:61], predict the reaction product. The product is: [NH2:61][C:28]1[C:27]2[N:36]=[C:24]3[CH2:23][N:22]([C:38]([O:40][C:41]([CH3:44])([CH3:43])[CH3:42])=[O:39])[CH2:21][CH:20]([O:19][Si:12]([C:15]([CH3:16])([CH3:17])[CH3:18])([CH3:13])[CH3:14])[CH2:37][N:25]3[C:26]=2[C:35]2[C:30](=[CH:31][CH:32]=[CH:33][CH:34]=2)[N:29]=1.